From a dataset of Forward reaction prediction with 1.9M reactions from USPTO patents (1976-2016). Predict the product of the given reaction. Given the reactants CC1(C)N([O])C(C)(C)CCC1.CC(N=NC(C#N)(C)C)(C#N)C.[CH2:24]=[CH:25][C:26]1[CH:31]=[CH:30][CH:29]=[CH:28][CH:27]=1.[CH2:32]([O:36][C:37](=[O:40])[CH:38]=[CH2:39])[CH2:33][CH2:34][CH3:35], predict the reaction product. The product is: [CH2:24]=[CH:25][C:26]1[CH:31]=[CH:30][CH:29]=[CH:28][CH:27]=1.[CH2:32]([O:36][C:37](=[O:40])[CH:38]=[CH2:39])[CH2:33][CH2:34][CH3:35].